From a dataset of Full USPTO retrosynthesis dataset with 1.9M reactions from patents (1976-2016). Predict the reactants needed to synthesize the given product. (1) Given the product [O:11]=[C:7]1[NH:8][CH:9]=[CH:10][N:6]1[CH2:5][C:4]([O-:12])=[O:3].[K+:14], predict the reactants needed to synthesize it. The reactants are: C([O:3][C:4](=[O:12])[CH2:5][N:6]1[CH:10]=[CH:9][NH:8][C:7]1=[O:11])C.[OH-].[K+:14]. (2) Given the product [CH:16]1[C:12]2=[CH:11][C:10]3[CH:17]=[CH:18][C:19](=[O:20])[O:21][C:9]=3[C:8]([OH:7])=[C:13]2[O:14][CH:15]=1, predict the reactants needed to synthesize it. The reactants are: CO.CC(C)=CC[O:7][C:8]1[C:13]2[O:14][CH:15]=[CH:16][C:12]=2[CH:11]=[C:10]2[CH:17]=[CH:18][C:19]([O:21][C:9]=12)=[O:20].C(N(CC)C1C=CC=CC=1)C. (3) Given the product [CH:36]([C:4]1([OH:10])[CH2:5][CH2:9][C@:1]2([CH3:6])[C@@H:2]([CH2:31]2)[CH2:3]1)([CH3:37])[CH3:35], predict the reactants needed to synthesize it. The reactants are: [C:1]12[CH2:9][CH:5]([C:6]1(C)C)[CH:4]([OH:10])[CH:3](C1(C3CC4CC(C4(C)C)=C3C)CC3CC(C3(C)C)=C1C)[C:2]=2[CH3:31].BrCBr.[CH2:35]([Mg]Cl)[CH2:36][CH2:37]C. (4) Given the product [CH3:1][C:2]1[C:6]([CH2:7][N:8]2[CH:12]=[C:11]([N:13]3[C:17](=[O:18])[CH2:16][N:15]([CH2:28][CH2:27][C:26]4[CH:30]=[CH:31][C:23]([O:22][CH3:21])=[CH:24][CH:25]=4)[C:14]3=[O:19])[CH:10]=[N:9]2)=[C:5]([CH3:20])[O:4][N:3]=1, predict the reactants needed to synthesize it. The reactants are: [CH3:1][C:2]1[C:6]([CH2:7][N:8]2[CH:12]=[C:11]([N:13]3[C:17](=[O:18])[CH2:16][NH:15][C:14]3=[O:19])[CH:10]=[N:9]2)=[C:5]([CH3:20])[O:4][N:3]=1.[CH3:21][O:22][C:23]1[CH:31]=[CH:30][C:26]([CH2:27][CH2:28]Br)=[CH:25][CH:24]=1.